Dataset: Blood-brain barrier permeability classification from the B3DB database. Task: Regression/Classification. Given a drug SMILES string, predict its absorption, distribution, metabolism, or excretion properties. Task type varies by dataset: regression for continuous measurements (e.g., permeability, clearance, half-life) or binary classification for categorical outcomes (e.g., BBB penetration, CYP inhibition). Dataset: b3db_classification. (1) The molecule is C=C1C[C@H](C)[C@@H]2[C@@H]3Cc4ccc(O)cc4[C@]2(CCN3CC2CCC2)C1. The result is 1 (penetrates BBB). (2) The drug is COc1ccc2c(c1)CN(C)C[C@@H]2c1ccc(Cl)c(Cl)c1. The result is 1 (penetrates BBB). (3) The compound is O=P1(N(CCCl)CCCl)OCCCN1CCCl. The result is 0 (does not penetrate BBB). (4) The compound is CN1C(=O)[C@@H](O)N=C(c2ccccc2F)c2cc(Cl)ccc21. The result is 1 (penetrates BBB). (5) The molecule is O=c1[nH]c2ccccc2n1C1CCN(CCOc2ccccc2)CC1. The result is 1 (penetrates BBB). (6) The compound is O=C(O)Cc1nn(-c2ccc(F)cc2)cc1-c1ccc(Cl)cc1. The result is 0 (does not penetrate BBB). (7) The molecule is CC(C)(C)C(=O)O[C@@H]1N=C(c2ccccc2)c2cc(Cl)ccc2NC1=O. The result is 1 (penetrates BBB). (8) The molecule is CO/N=C(\C(=O)N[C@H]1C(=O)N2C(C(=O)O)=C(COC(N)=O)CS[C@@H]12)c1ccco1. The result is 0 (does not penetrate BBB).